Dataset: Reaction yield outcomes from USPTO patents with 853,638 reactions. Task: Predict the reaction yield, written as a fraction of the theoretical maximum amount of product (1.0 means a 100% yield; for example, 0.34 means a 34% yield). (1) The catalyst is COCCOC. The product is [CH:1]1([C:4]2[CH:5]=[C:6]([I:12])[CH:7]=[CH:8][C:9]=2[F:10])[CH2:3][CH2:2]1. The reactants are [CH:1]1([C:4]2[CH:5]=[C:6](N)[CH:7]=[CH:8][C:9]=2[F:10])[CH2:3][CH2:2]1.[I-:12].[Cs+].II.N(OCCC(C)C)=O. The yield is 0.720. (2) The reactants are [CH2:1]([O:3][C:4]([C:6]1[C:15](=[O:16])[C:14]2[C:13](=[O:17])[CH2:12][CH2:11][CH2:10][C:9]=2[NH:8][CH:7]=1)=[O:5])[CH3:2].II. The catalyst is C(O)C. The product is [CH2:1]([O:3][C:4]([C:6]1[C:15](=[O:16])[C:14]2[C:9](=[CH:10][CH:11]=[CH:12][C:13]=2[OH:17])[NH:8][CH:7]=1)=[O:5])[CH3:2]. The yield is 0.430. (3) The reactants are [NH2:1][C:2]1[CH:10]=[CH:9][CH:8]=[C:7]([N+:11]([O-:13])=[O:12])[C:3]=1[C:4]([OH:6])=[O:5].[C:14](OC(=O)C)(=O)[CH3:15]. No catalyst specified. The product is [CH3:14][C:15]1[O:5][C:4](=[O:6])[C:3]2[C:7]([N+:11]([O-:13])=[O:12])=[CH:8][CH:9]=[CH:10][C:2]=2[N:1]=1. The yield is 0.850. (4) The reactants are [Cl:1][C:2]1[CH:3]=[C:4]([C@@H:12]([CH2:22][CH:23]2[CH2:27][CH2:26][CH2:25][CH2:24]2)[C:13]([NH:15][C:16]2[CH:20]=[CH:19][N:18]([CH3:21])[N:17]=2)=[O:14])[CH:5]=[CH:6][C:7]=1[S:8]([CH3:11])(=[O:10])=[O:9].C(Cl)(=O)C(Cl)=O.N1C(C)=CC=CC=1C.NC1C=CN(C[CH2:49][C:50]([CH3:53])([OH:52])[CH3:51])N=1. The catalyst is C(Cl)Cl. The product is [Cl:1][C:2]1[CH:3]=[C:4]([C@@H:12]([CH2:22][CH:23]2[CH2:24][CH2:25][CH2:26][CH2:27]2)[C:13]([NH:15][C:16]2[CH:20]=[CH:19][N:18]([CH2:21][CH2:49][C:50]([OH:52])([CH3:53])[CH3:51])[N:17]=2)=[O:14])[CH:5]=[CH:6][C:7]=1[S:8]([CH3:11])(=[O:10])=[O:9]. The yield is 0.540. (5) The reactants are [CH:1]([C:3]1[C:24]([CH3:25])=[CH:23][C:6]([O:7][CH2:8][C:9]2[CH:14]=[CH:13][CH:12]=[CH:11][C:10]=2/[C:15](=[CH:20]\[O:21][CH3:22])/[C:16]([O:18][CH3:19])=[O:17])=[C:5]([CH3:26])[CH:4]=1)=[O:2].[CH2:27]([Mg]Br)[CH3:28].Cl. The catalyst is O1CCCC1.O. The product is [OH:2][CH:1]([C:3]1[C:24]([CH3:25])=[CH:23][C:6]([O:7][CH2:8][C:9]2[CH:14]=[CH:13][CH:12]=[CH:11][C:10]=2/[C:15](=[CH:20]\[O:21][CH3:22])/[C:16]([O:18][CH3:19])=[O:17])=[C:5]([CH3:26])[CH:4]=1)[CH2:27][CH3:28]. The yield is 0.790. (6) The catalyst is C1COCC1.CCOC(C)=O. The reactants are [C:1]([O:5][C:6]([N:8]1[C:16]2[C:11](=[CH:12][CH:13]=[C:14]([CH2:17][O:18][Si](C(C)(C)C)(C)C)[CH:15]=2)[CH:10]=[C:9]1[C:26]1[CH:31]=[C:30]([C:32]2[CH:37]=[C:36]([CH3:38])[C:35]([OH:39])=[C:34]([CH3:40])[CH:33]=2)[N:29]=[N:28][C:27]=1[O:41][CH3:42])=[O:7])([CH3:4])([CH3:3])[CH3:2].O.O.O.[F-].C([N+](CCCC)(CCCC)CCCC)CCC. The yield is 0.820. The product is [C:1]([O:5][C:6]([N:8]1[C:16]2[C:11](=[CH:12][CH:13]=[C:14]([CH2:17][OH:18])[CH:15]=2)[CH:10]=[C:9]1[C:26]1[CH:31]=[C:30]([C:32]2[CH:33]=[C:34]([CH3:40])[C:35]([OH:39])=[C:36]([CH3:38])[CH:37]=2)[N:29]=[N:28][C:27]=1[O:41][CH3:42])=[O:7])([CH3:4])([CH3:3])[CH3:2]. (7) The reactants are Cl[CH2:2][CH2:3][CH2:4][N:5]([CH2:18][C:19]#[CH:20])[S:6]([C:9]1[CH:14]=[CH:13][CH:12]=[CH:11][C:10]=1[N+:15]([O-:17])=[O:16])(=[O:8])=[O:7].[N+:21](=[CH:23][C:24]([O:26][CH2:27][CH3:28])=[O:25])=[N-:22].C(N(CC)C(C)C)(C)C.C(=O)([O-])[O-].[Cs+].[Cs+]. The catalyst is C1C=CC=CC=1.O1CCCC1. The product is [N+:15]([C:10]1[CH:11]=[CH:12][CH:13]=[CH:14][C:9]=1[S:6]([N:5]1[CH2:4][CH2:3][CH2:2][N:22]2[N:21]=[C:23]([C:24]([O:26][CH2:27][CH3:28])=[O:25])[CH:20]=[C:19]2[CH2:18]1)(=[O:8])=[O:7])([O-:17])=[O:16]. The yield is 0.500. (8) The reactants are [NH2:1][C@H:2]1[CH2:7][CH2:6][C@H:5]([CH2:8][NH:9][C:10]2[C:15]([F:16])=[CH:14][N:13]=[C:12]([NH:17][CH2:18][C:19]3[CH:24]=[CH:23][CH:22]=[CH:21][C:20]=3[O:25][C:26]([F:29])([F:28])[F:27])[N:11]=2)[CH2:4][CH2:3]1.Br[CH2:31][CH2:32][CH2:33][CH2:34]Br. The catalyst is CC(N(C)C)=O. The product is [F:16][C:15]1[C:10]([NH:9][CH2:8][C@H:5]2[CH2:4][CH2:3][C@H:2]([N:1]3[CH2:34][CH2:33][CH2:32][CH2:31]3)[CH2:7][CH2:6]2)=[N:11][C:12]([NH:17][CH2:18][C:19]2[CH:24]=[CH:23][CH:22]=[CH:21][C:20]=2[O:25][C:26]([F:27])([F:28])[F:29])=[N:13][CH:14]=1. The yield is 0.450. (9) The reactants are Br[C:2]1[CH:3]=[N:4][C:5]([C:8]([F:11])([F:10])[F:9])=[N:6][CH:7]=1.[CH2:12]([O:14][C:15](=[O:19])[CH2:16][C:17]#[N:18])[CH3:13].CC([O-])(C)C.[K+].CC(O)=O. The catalyst is O1CCOCC1.CC([O-])=O.CC([O-])=O.[Pd+2].C1C=CC(P(C2C=CC=CC=2)[C-]2C=CC=C2)=CC=1.C1C=CC(P(C2C=CC=CC=2)[C-]2C=CC=C2)=CC=1.[Fe+2]. The product is [CH2:12]([O:14][C:15](=[O:19])[CH:16]([C:17]#[N:18])[C:2]1[CH:3]=[N:4][C:5]([C:8]([F:11])([F:10])[F:9])=[N:6][CH:7]=1)[CH3:13]. The yield is 0.123.